From a dataset of CYP1A2 inhibition data for predicting drug metabolism from PubChem BioAssay. Regression/Classification. Given a drug SMILES string, predict its absorption, distribution, metabolism, or excretion properties. Task type varies by dataset: regression for continuous measurements (e.g., permeability, clearance, half-life) or binary classification for categorical outcomes (e.g., BBB penetration, CYP inhibition). Dataset: cyp1a2_veith. (1) The molecule is CC(C)c1ccc(N=c2c([N+](=O)[O-])nn(-c3ccc4c(c3)OCCO4)n2O)cc1. The result is 1 (inhibitor). (2) The compound is CC1CSc2nc3sc4c(c3c(=O)n21)CCCC4. The result is 1 (inhibitor).